Dataset: Forward reaction prediction with 1.9M reactions from USPTO patents (1976-2016). Task: Predict the product of the given reaction. Given the reactants C[O:2][C:3](=O)[C:4]1[CH:9]=[CH:8][N:7]=[C:6]([CH3:10])[CH:5]=1.[H-].[Al+3].[Li+].[H-].[H-].[H-].[OH-].[Na+].[O-]S([O-])(=O)=O.[Mg+2], predict the reaction product. The product is: [CH3:10][C:6]1[CH:5]=[C:4]([CH2:3][OH:2])[CH:9]=[CH:8][N:7]=1.